Dataset: Forward reaction prediction with 1.9M reactions from USPTO patents (1976-2016). Task: Predict the product of the given reaction. (1) Given the reactants [NH:1]1[C:9]2[CH:8]=[CH:7][N:6]=[CH:5][C:4]=2[NH:3][C:2]1=[O:10].[N:11]([CH2:14][CH2:15][CH2:16][CH2:17][CH2:18][CH3:19])=[C:12]=[O:13].[C:20]1(C)C=CC=CC=1, predict the reaction product. The product is: [CH2:14]([NH:11][C:12]([N:1]1[C:5]2=[N:6][CH:7]=[CH:8][C:9]([CH3:20])=[C:4]2[NH:3][C:2]1=[O:10])=[O:13])[CH2:15][CH2:16][CH2:17][CH2:18][CH3:19]. (2) The product is: [CH2:1]([O:3][C:4]([C:6]12[CH2:24][CH:23]1[CH:22]=[CH:21][CH2:20][CH2:19][CH2:18][CH2:17][CH2:16][N:15]([CH2:25][C:26]1[CH:31]=[CH:30][C:29]([O:32][CH3:33])=[CH:28][CH:27]=1)[C:14](=[O:34])[N:13]1[CH:9]([CH2:10][CH:11]([O:35][C:43]3[CH:42]=[C:41]([C:46]4[CH:51]=[CH:50][CH:49]=[CH:48][CH:47]=4)[N:40]=[C:39]([O:38][CH3:37])[N:44]=3)[CH2:12]1)[C:8](=[O:36])[NH:7]2)=[O:5])[CH3:2]. Given the reactants [CH2:1]([O:3][C:4]([C:6]12[CH2:24][CH:23]1[CH:22]=[CH:21][CH2:20][CH2:19][CH2:18][CH2:17][CH2:16][N:15]([CH2:25][C:26]1[CH:31]=[CH:30][C:29]([O:32][CH3:33])=[CH:28][CH:27]=1)[C:14](=[O:34])[N:13]1[CH:9]([CH2:10][CH:11]([OH:35])[CH2:12]1)[C:8](=[O:36])[NH:7]2)=[O:5])[CH3:2].[CH3:37][O:38][C:39]1[N:44]=[C:43](O)[CH:42]=[C:41]([C:46]2[CH:51]=[CH:50][CH:49]=[CH:48][CH:47]=2)[N:40]=1.C1C=CC(P(C2C=CC=CC=2)C2C=CC=CC=2)=CC=1.CC(OC(/N=N/C(OC(C)C)=O)=O)C, predict the reaction product. (3) Given the reactants [CH3:1][S:2]([O:5][C:6]1[CH:7]=[CH:8][C:9]([N+:13]([O-:15])=[O:14])=[C:10]([OH:12])[CH:11]=1)(=[O:4])=[O:3].C([O-])([O-])=O.[K+].[K+].[Br:22][CH2:23][CH2:24]Br, predict the reaction product. The product is: [CH3:1][S:2]([O:5][C:6]1[CH:7]=[CH:8][C:9]([N+:13]([O-:15])=[O:14])=[C:10]([CH:11]=1)[O:12][CH2:24][CH2:23][Br:22])(=[O:3])=[O:4]. (4) Given the reactants C(=O)([O-])[O-].[Cs+].[Cs+].Br[CH2:8][CH2:9][O:10][C:11]1[CH:16]=[C:15]([F:17])[CH:14]=[C:13]([F:18])[CH:12]=1.[NH:19]1[CH:23]=[C:22](/[CH:24]=[CH:25]/[C:26]([NH:28][C:29]2[CH:34]=[CH:33][CH:32]=[CH:31][C:30]=2[NH:35][C:36](=[O:42])[O:37][C:38]([CH3:41])([CH3:40])[CH3:39])=[O:27])[CH:21]=[N:20]1, predict the reaction product. The product is: [F:18][C:13]1[CH:12]=[C:11]([CH:16]=[C:15]([F:17])[CH:14]=1)[O:10][CH2:9][CH2:8][N:19]1[CH:23]=[C:22](/[CH:24]=[CH:25]/[C:26]([NH:28][C:29]2[CH:34]=[CH:33][CH:32]=[CH:31][C:30]=2[NH:35][C:36](=[O:42])[O:37][C:38]([CH3:40])([CH3:39])[CH3:41])=[O:27])[CH:21]=[N:20]1. (5) Given the reactants C([Si](C)(C)[O:6][CH2:7][CH2:8][N:9]([CH2:45][C:46]1[CH:51]=[CH:50][C:49]([F:52])=[CH:48][CH:47]=1)[C:10]([C:12]1[C:17]([O:18][CH2:19][C:20]2[CH:25]=[CH:24][C:23]([O:26][CH3:27])=[CH:22][CH:21]=2)=[C:16]([O:28][CH2:29][C:30]2[CH:35]=[CH:34][C:33]([O:36][CH3:37])=[CH:32][CH:31]=2)[N:15]=[C:14]([C:38]2[CH:43]=[CH:42][C:41]([CH3:44])=[CH:40][CH:39]=2)[N:13]=1)=[O:11])(C)(C)C.CCCC[N+](CCCC)(CCCC)CCCC.[F-], predict the reaction product. The product is: [F:52][C:49]1[CH:48]=[CH:47][C:46]([CH2:45][N:9]([CH2:8][CH2:7][OH:6])[C:10]([C:12]2[C:17]([O:18][CH2:19][C:20]3[CH:21]=[CH:22][C:23]([O:26][CH3:27])=[CH:24][CH:25]=3)=[C:16]([O:28][CH2:29][C:30]3[CH:35]=[CH:34][C:33]([O:36][CH3:37])=[CH:32][CH:31]=3)[N:15]=[C:14]([C:38]3[CH:39]=[CH:40][C:41]([CH3:44])=[CH:42][CH:43]=3)[N:13]=2)=[O:11])=[CH:51][CH:50]=1.